The task is: Predict the product of the given reaction.. This data is from Forward reaction prediction with 1.9M reactions from USPTO patents (1976-2016). (1) Given the reactants [CH3:1][C:2]1([CH3:20])[CH2:7][O:6][B:5]([C:8]2[CH:13]=[CH:12][C:11]([CH2:14][CH2:15][CH2:16][C:17]([OH:19])=O)=[CH:10][CH:9]=2)[O:4][CH2:3]1.BrC1C=CC(CCCC([NH:33][C:34]2[CH:39]=[CH:38][C:37]([S:40]([CH:43]([CH3:45])[CH3:44])(=[O:42])=[O:41])=[C:36]([C:46]#[N:47])[CH:35]=2)=O)=CC=1, predict the reaction product. The product is: [C:46]([C:36]1[CH:35]=[C:34]([NH:33][C:17](=[O:19])[CH2:16][CH2:15][CH2:14][C:11]2[CH:10]=[CH:9][C:8]([B:5]3[O:4][CH2:3][C:2]([CH3:1])([CH3:20])[CH2:7][O:6]3)=[CH:13][CH:12]=2)[CH:39]=[CH:38][C:37]=1[S:40]([CH:43]([CH3:44])[CH3:45])(=[O:42])=[O:41])#[N:47]. (2) Given the reactants FC(F)(F)C(O)=O.C(OC(=O)[NH:14][C@H:15]1[CH2:20][CH2:19][C@H:18]([CH2:21][CH2:22][O:23][C:24]2[CH:25]=[N:26][C:27]3[C:32]([CH:33]=2)=[N:31][C:30]([O:34][CH3:35])=[CH:29][CH:28]=3)[CH2:17][CH2:16]1)(C)(C)C, predict the reaction product. The product is: [CH3:35][O:34][C:30]1[N:31]=[C:32]2[C:27](=[CH:28][CH:29]=1)[N:26]=[CH:25][C:24]([O:23][CH2:22][CH2:21][C@H:18]1[CH2:17][CH2:16][C@H:15]([NH2:14])[CH2:20][CH2:19]1)=[CH:33]2. (3) Given the reactants [C:1]([O:4][CH:5]1[CH2:10][CH2:9][N:8]([C:11]2[CH:16]=[CH:15][C:14]([Br:17])=[CH:13]N=2)[CH2:7][CH2:6]1)(=[O:3])[CH3:2].Br[C:19]1C=CC(N2CCC(O)CC2)=CC=1, predict the reaction product. The product is: [C:1]([O:4][CH:5]1[CH2:10][CH2:9][N:8]([C:11]2[CH:19]=[CH:13][C:14]([Br:17])=[CH:15][CH:16]=2)[CH2:7][CH2:6]1)(=[O:3])[CH3:2]. (4) Given the reactants [NH2:1][C:2]1[C:3]([C:9]([NH:11][C:12]2[CH:13]=[N:14][CH:15]=[CH:16][CH:17]=2)=[O:10])=[N:4][C:5](Br)=[CH:6][N:7]=1.[CH3:18][O:19][CH2:20][CH2:21][CH2:22][N:23]([CH2:31][CH2:32][CH2:33][C:34]1[CH:39]=[CH:38][C:37](B2OC(C)(C)C(C)(C)O2)=[CH:36][CH:35]=1)[C:24](=[O:30])[O:25][C:26]([CH3:29])([CH3:28])[CH3:27].P([O-])([O-])([O-])=O.[K+].[K+].[K+], predict the reaction product. The product is: [NH2:1][C:2]1[N:7]=[CH:6][C:5]([C:37]2[CH:38]=[CH:39][C:34]([CH2:33][CH2:32][CH2:31][N:23]([CH2:22][CH2:21][CH2:20][O:19][CH3:18])[C:24](=[O:30])[O:25][C:26]([CH3:29])([CH3:27])[CH3:28])=[CH:35][CH:36]=2)=[N:4][C:3]=1[C:9](=[O:10])[NH:11][C:12]1[CH:13]=[N:14][CH:15]=[CH:16][CH:17]=1. (5) The product is: [CH2:20]([N:5]([CH2:2][CH2:3][CH3:4])[CH2:6][CH2:7][CH2:8][CH2:9][NH:10][CH2:11][C:12]1[CH:13]=[CH:14][C:15]([CH2:16][NH2:17])=[CH:18][CH:19]=1)[CH2:21][CH3:22]. Given the reactants Cl.[CH2:2]([N:5]([CH2:20][CH2:21][CH3:22])[CH2:6][CH2:7][CH2:8][CH2:9][NH:10][CH2:11][C:12]1[CH:19]=[CH:18][C:15]([CH2:16][NH2:17])=[CH:14][CH:13]=1)[CH2:3][CH3:4].[OH-].[Na+], predict the reaction product. (6) Given the reactants [NH2:1][C:2]1[CH:13]=[CH:12][C:5]2[CH:6]=[C:7]([C:9]([OH:11])=[O:10])[S:8][C:4]=2[CH:3]=1.C[Si](C)(C)N[Si](C)(C)C.[Na].[C:24](O[C:24]([O:25][C:26]([CH3:29])([CH3:28])[CH3:27])=[O:30])(=[O:30])[O:25][C:26]([CH3:29])([CH3:28])[CH3:27], predict the reaction product. The product is: [C:26]([O:25][C:24]([NH:1][C:2]1[CH:13]=[CH:12][C:5]2[CH:6]=[C:7]([C:9]([OH:11])=[O:10])[S:8][C:4]=2[CH:3]=1)=[O:30])([CH3:29])([CH3:28])[CH3:27]. (7) The product is: [Cl:1][C:2]1[CH:3]=[C:4]([CH2:14][N:15]2[C:19]([CH3:20])=[CH:18][C:17]([C:21]([OH:23])=[O:22])=[N:16]2)[C:5]2[O:9][C:8]([CH:10]([CH3:11])[CH3:12])=[CH:7][C:6]=2[CH:13]=1. Given the reactants [Cl:1][C:2]1[CH:3]=[C:4]([CH2:14][N:15]2[C:19]([CH3:20])=[CH:18][C:17]([C:21]([O:23]CC)=[O:22])=[N:16]2)[C:5]2[O:9][C:8]([CH:10]([CH3:12])[CH3:11])=[CH:7][C:6]=2[CH:13]=1, predict the reaction product. (8) Given the reactants [Br:1][C:2]1[N:3]=[C:4]([CH:22]2[CH2:24][CH2:23]2)[N:5]([CH2:14][O:15][CH2:16][CH2:17][Si:18]([CH3:21])([CH3:20])[CH3:19])[C:6]=1[CH:7]1[CH2:12][CH:11]=[N:10][C:9]([Cl:13])=[N:8]1, predict the reaction product. The product is: [Br:1][C:2]1[N:3]=[C:4]([CH:22]2[CH2:24][CH2:23]2)[N:5]([CH2:14][O:15][CH2:16][CH2:17][Si:18]([CH3:19])([CH3:20])[CH3:21])[C:6]=1[C:7]1[CH:12]=[CH:11][N:10]=[C:9]([Cl:13])[N:8]=1. (9) Given the reactants [F:1][C:2]([F:7])([F:6])[C:3]([OH:5])=[O:4].Cl[C:9]1[CH:14]=[CH:13][C:12]([N:15]2[C:24]3[C:19](=[CH:20][C:21]([S:25]([NH:28][C:29]4[CH:33]=[CH:32][O:31][N:30]=4)(=[O:27])=[O:26])=[CH:22][CH:23]=3)[CH:18]=[CH:17][C:16]2=[O:34])=[C:11]([C:35]2[CH2:36][CH2:37][N:38]([CH3:41])[CH2:39][CH:40]=2)[CH:10]=1.CO[C:44]1[CH:45]=[CH:46][CH:47]=[C:48](OC)[C:49]=1[C:44]1[CH:49]=[CH:48][CH:47]=[CH:46][C:45]=1P(C1CCCCC1)C1CCCCC1.P([O-])([O-])([O-])=O.[K+].[K+].[K+], predict the reaction product. The product is: [F:1][C:2]([F:7])([F:6])[C:3]([OH:5])=[O:4].[F:1][C:49]1[CH:48]=[CH:47][C:46]([C:9]2[CH:14]=[CH:13][C:12]([N:15]3[C:24]4[C:19](=[CH:20][C:21]([S:25]([NH:28][C:29]5[CH:33]=[CH:32][O:31][N:30]=5)(=[O:27])=[O:26])=[CH:22][CH:23]=4)[CH:18]=[CH:17][C:16]3=[O:34])=[C:11]([C:35]3[CH2:36][CH2:37][N:38]([CH3:41])[CH2:39][CH:40]=3)[CH:10]=2)=[CH:45][CH:44]=1.